This data is from Catalyst prediction with 721,799 reactions and 888 catalyst types from USPTO. The task is: Predict which catalyst facilitates the given reaction. (1) Reactant: [CH3:1][C:2]([CH3:32])([CH3:31])[C@@H:3]([NH:23]C(=O)OC(C)(C)C)[C:4]([NH:6][C:7]1[CH:8]=[N:9][C:10]([O:13][C:14]2[CH:19]=[CH:18][C:17]([CH3:20])=[C:16]([O:21][CH3:22])[CH:15]=2)=[CH:11][CH:12]=1)=[O:5].C(O)(C(F)(F)F)=O. Product: [CH3:1][C:2]([CH3:32])([CH3:31])[C@H:3]([C:4]([NH:6][C:7]1[CH:8]=[N:9][C:10]([O:13][C:14]2[CH:19]=[CH:18][C:17]([CH3:20])=[C:16]([O:21][CH3:22])[CH:15]=2)=[CH:11][CH:12]=1)=[O:5])[NH2:23]. The catalyst class is: 4. (2) Reactant: [F:1][C:2]1[CH:3]=[C:4]([NH:20][C:21]([C:23]2[C:24](=[O:36])[N:25]([C:30]3[CH:35]=[CH:34][CH:33]=[CH:32][CH:31]=3)[N:26]([CH3:29])[C:27]=2[CH3:28])=[O:22])[CH:5]=[CH:6][C:7]=1[O:8][C:9]1[C:18]2[C:13](=[CH:14][C:15]([OH:19])=[CH:16][CH:17]=2)[N:12]=[CH:11][CH:10]=1.[CH3:37][C@H:38]1[CH2:40][O:39]1.C([O-])([O-])=O.[Cs+].[Cs+]. Product: [F:1][C:2]1[CH:3]=[C:4]([NH:20][C:21]([C:23]2[C:24](=[O:36])[N:25]([C:30]3[CH:31]=[CH:32][CH:33]=[CH:34][CH:35]=3)[N:26]([CH3:29])[C:27]=2[CH3:28])=[O:22])[CH:5]=[CH:6][C:7]=1[O:8][C:9]1[C:18]2[C:13](=[CH:14][C:15]([O:19][CH2:37][C@@H:38]([OH:39])[CH3:40])=[CH:16][CH:17]=2)[N:12]=[CH:11][CH:10]=1. The catalyst class is: 3. (3) Reactant: C(OC([NH:8][CH2:9][CH2:10][N:11]1[CH2:15][C:14]2[CH:16]=[C:17]([C:20]3[C:28]4[C:23](=[CH:24][C:25]([F:29])=[CH:26][CH:27]=4)[N:22](C(OC(C)(C)C)=O)[CH:21]=3)[CH:18]=[CH:19][C:13]=2[S:12]1(=[O:38])=[O:37])=O)(C)(C)C.FC(F)(F)C(O)=O. Product: [NH2:8][CH2:9][CH2:10][N:11]1[CH2:15][C:14]2[CH:16]=[C:17]([C:20]3[C:28]4[C:23](=[CH:24][C:25]([F:29])=[CH:26][CH:27]=4)[NH:22][CH:21]=3)[CH:18]=[CH:19][C:13]=2[S:12]1(=[O:38])=[O:37]. The catalyst class is: 4. (4) Reactant: [Br:1][C:2]1[CH:7]=[CH:6][C:5]([NH:8][C:9](=[O:12])[CH2:10]Cl)=[CH:4][CH:3]=1.C([O-])([O-])=O.[K+].[K+].[C:19]1([CH:26]=[CH:25][C:23]([OH:24])=[CH:22][CH:21]=1)[OH:20]. Product: [Br:1][C:2]1[CH:7]=[CH:6][C:5]([NH:8][C:9](=[O:12])[CH2:10][O:20][C:19]2[CH:26]=[CH:25][C:23]([OH:24])=[CH:22][CH:21]=2)=[CH:4][CH:3]=1. The catalyst class is: 3. (5) Reactant: C([O:5][C:6]([CH:8]1[CH:12]([C:13]2[CH:18]=[CH:17][CH:16]=[C:15]([Cl:19])[CH:14]=2)[C:11]([C:22]2[CH:27]=[CH:26][C:25]([Cl:28])=[CH:24][CH:23]=2)([C:20]#[N:21])[CH:10]([C:29]2[CH:34]=[CH:33][CH:32]=[C:31]([Cl:35])[CH:30]=2)[NH:9]1)=[O:7])(C)(C)C.[F:36][C:37]([F:42])([F:41])[C:38]([OH:40])=[O:39]. Product: [F:36][C:37]([F:42])([F:41])[C:38]([OH:40])=[O:39].[Cl:19][C:15]1[CH:14]=[C:13]([CH:12]2[C:11]([C:22]3[CH:23]=[CH:24][C:25]([Cl:28])=[CH:26][CH:27]=3)([C:20]#[N:21])[CH:10]([C:29]3[CH:34]=[CH:33][CH:32]=[C:31]([Cl:35])[CH:30]=3)[NH:9][CH:8]2[C:6]([OH:7])=[O:5])[CH:18]=[CH:17][CH:16]=1. The catalyst class is: 4. (6) Reactant: [O:1]1[CH2:3][C@@H:2]1[CH2:4][N:5]1[C:13](=[O:14])[C:12]2[C:7](=[CH:8][CH:9]=[CH:10][CH:11]=2)[C:6]1=[O:15].[N:16]([C:19]1[CH:24]=[CH:23][C:22]([N:25]2[CH2:30][CH2:29][O:28][CH2:27][C:26]2=[O:31])=[CH:21][CH:20]=1)=[C:17]=[O:18].[I-].[Li+]. Product: [O:18]=[C:17]1[N:16]([C:19]2[CH:24]=[CH:23][C:22]([N:25]3[CH2:30][CH2:29][O:28][CH2:27][C:26]3=[O:31])=[CH:21][CH:20]=2)[CH2:3][C@H:2]([CH2:4][N:5]2[C:13](=[O:14])[C:12]3[C:7](=[CH:8][CH:9]=[CH:10][CH:11]=3)[C:6]2=[O:15])[O:1]1. The catalyst class is: 159. (7) Product: [Cl:45][C:46]1[N:51]=[CH:50][C:49]([S:52]([N:25]2[CH2:26][CH2:27][N:22]([C:19]3[CH:20]=[CH:21][C:16]([C:10]([OH:15])([C:9]([F:8])([F:36])[F:37])[C:11]([F:14])([F:13])[F:12])=[CH:17][CH:18]=3)[C@@H:23]([CH2:28][N:29]3[CH2:34][CH2:33][O:32][CH2:31][C@H:30]3[CH3:35])[CH2:24]2)(=[O:54])=[O:53])=[CH:48][CH:47]=1. The catalyst class is: 2. Reactant: FC(F)(F)C(O)=O.[F:8][C:9]([F:37])([F:36])[C:10]([C:16]1[CH:21]=[CH:20][C:19]([N:22]2[CH2:27][CH2:26][NH:25][CH2:24][C@@H:23]2[CH2:28][N:29]2[CH2:34][CH2:33][O:32][CH2:31][C@@H:30]2[CH3:35])=[CH:18][CH:17]=1)([OH:15])[C:11]([F:14])([F:13])[F:12].C(N(CC)CC)C.[Cl:45][C:46]1[N:51]=[CH:50][C:49]([S:52](Cl)(=[O:54])=[O:53])=[CH:48][CH:47]=1.